From a dataset of NCI-60 drug combinations with 297,098 pairs across 59 cell lines. Regression. Given two drug SMILES strings and cell line genomic features, predict the synergy score measuring deviation from expected non-interaction effect. (1) Drug 1: C1=CC(=CC=C1CCCC(=O)O)N(CCCl)CCCl. Drug 2: CC1=C(N=C(N=C1N)C(CC(=O)N)NCC(C(=O)N)N)C(=O)NC(C(C2=CN=CN2)OC3C(C(C(C(O3)CO)O)O)OC4C(C(C(C(O4)CO)O)OC(=O)N)O)C(=O)NC(C)C(C(C)C(=O)NC(C(C)O)C(=O)NCCC5=NC(=CS5)C6=NC(=CS6)C(=O)NCCC[S+](C)C)O. Cell line: MOLT-4. Synergy scores: CSS=56.1, Synergy_ZIP=3.24, Synergy_Bliss=4.43, Synergy_Loewe=-0.379, Synergy_HSA=0.974. (2) Drug 1: C1=CC(=CC=C1CCC2=CNC3=C2C(=O)NC(=N3)N)C(=O)NC(CCC(=O)O)C(=O)O. Drug 2: COCCOC1=C(C=C2C(=C1)C(=NC=N2)NC3=CC=CC(=C3)C#C)OCCOC.Cl. Cell line: NCIH23. Synergy scores: CSS=11.8, Synergy_ZIP=-0.803, Synergy_Bliss=6.17, Synergy_Loewe=6.43, Synergy_HSA=6.73. (3) Drug 1: C#CCC(CC1=CN=C2C(=N1)C(=NC(=N2)N)N)C3=CC=C(C=C3)C(=O)NC(CCC(=O)O)C(=O)O. Drug 2: C1CN(CCN1C(=O)CCBr)C(=O)CCBr. Cell line: HT29. Synergy scores: CSS=24.8, Synergy_ZIP=-2.94, Synergy_Bliss=-4.51, Synergy_Loewe=-36.4, Synergy_HSA=-5.04. (4) Drug 1: C1=NC2=C(N=C(N=C2N1C3C(C(C(O3)CO)O)F)Cl)N. Drug 2: CC12CCC3C(C1CCC2OP(=O)(O)O)CCC4=C3C=CC(=C4)OC(=O)N(CCCl)CCCl.[Na+]. Cell line: KM12. Synergy scores: CSS=3.83, Synergy_ZIP=-0.764, Synergy_Bliss=-2.77, Synergy_Loewe=-5.80, Synergy_HSA=-5.94.